This data is from Full USPTO retrosynthesis dataset with 1.9M reactions from patents (1976-2016). The task is: Predict the reactants needed to synthesize the given product. (1) Given the product [CH3:29][C:30]([CH3:33])([CH3:32])[CH2:31][C:4]([C:6]1[N:7]=[C:8]([C:22]2[CH:23]=[CH:24][CH:25]=[CH:26][CH:27]=2)[N:9]2[CH2:14][CH2:13][N:12]([C:15]([O:17][C:18]([CH3:20])([CH3:19])[CH3:21])=[O:16])[CH2:11][C:10]=12)=[O:5], predict the reactants needed to synthesize it. The reactants are: CON(C)[C:4]([C:6]1[N:7]=[C:8]([C:22]2[CH:27]=[CH:26][CH:25]=[CH:24][CH:23]=2)[N:9]2[CH2:14][CH2:13][N:12]([C:15]([O:17][C:18]([CH3:21])([CH3:20])[CH3:19])=[O:16])[CH2:11][C:10]=12)=[O:5].[CH2:29]([Mg]Cl)[C:30]([CH3:33])([CH3:32])[CH3:31]. (2) Given the product [B:8]([C:5]1[CH:4]=[N:3][C:2]([N:11]2[CH2:16][CH2:15][CH2:14][C@H:13]([C:17]([OH:19])=[O:18])[CH2:12]2)=[N:7][CH:6]=1)([OH:10])[OH:9], predict the reactants needed to synthesize it. The reactants are: Cl[C:2]1[N:7]=[CH:6][C:5]([B:8]([OH:10])[OH:9])=[CH:4][N:3]=1.[NH:11]1[CH2:16][CH2:15][CH2:14][C@H:13]([C:17]([OH:19])=[O:18])[CH2:12]1.